Dataset: Full USPTO retrosynthesis dataset with 1.9M reactions from patents (1976-2016). Task: Predict the reactants needed to synthesize the given product. (1) Given the product [N:1]1[CH:6]=[CH:5][CH:4]=[CH:3][C:2]=1[CH2:7][CH2:8][C:9]([O:11][CH2:12][CH3:13])=[O:10], predict the reactants needed to synthesize it. The reactants are: [N:1]1[CH:6]=[CH:5][CH:4]=[CH:3][C:2]=1/[CH:7]=[CH:8]/[C:9]([O:11][CH2:12][CH3:13])=[O:10].C(OCC)(=O)C. (2) The reactants are: [H-].[Na+].Cl.Cl[C:5]1[CH:10]=[CH:9][N:8]=[CH:7][CH:6]=1.[C:11]([O:15][C:16]([N:18]1[CH2:23][CH2:22][CH:21]([OH:24])[CH2:20][CH2:19]1)=[O:17])([CH3:14])([CH3:13])[CH3:12].C(=O)([O-])O.[Na+]. Given the product [N:8]1[CH:9]=[CH:10][C:5]([O:24][CH:21]2[CH2:20][CH2:19][N:18]([C:16]([O:15][C:11]([CH3:14])([CH3:13])[CH3:12])=[O:17])[CH2:23][CH2:22]2)=[CH:6][CH:7]=1, predict the reactants needed to synthesize it. (3) Given the product [Cl:37][C:36]1[CH:35]=[CH:34][CH:33]=[C:32]([Cl:38])[C:31]=1[N:24]1[C:23]([CH2:22][O:21][C:18]2[CH:19]=[CH:20][C:15]([C:12]3[CH:13]=[CH:14][C:7]4[C:6]([CH2:5][C:4]([OH:40])=[O:3])=[CH:10][S:9][C:8]=4[CH:11]=3)=[C:16]([CH3:39])[CH:17]=2)=[C:27]([CH:28]([CH3:30])[CH3:29])[CH:26]=[N:25]1, predict the reactants needed to synthesize it. The reactants are: C([O:3][C:4](=[O:40])[CH2:5][C:6]1[C:7]2[CH:14]=[CH:13][C:12]([C:15]3[CH:20]=[CH:19][C:18]([O:21][CH2:22][C:23]4[N:24]([C:31]5[C:36]([Cl:37])=[CH:35][CH:34]=[CH:33][C:32]=5[Cl:38])[N:25]=[CH:26][C:27]=4[CH:28]([CH3:30])[CH3:29])=[CH:17][C:16]=3[CH3:39])=[CH:11][C:8]=2[S:9][CH:10]=1)C.[OH-].[Na+]. (4) Given the product [ClH:30].[ClH:30].[NH2:22][CH:19]1[CH2:20][CH2:21][CH:16]([N:15]2[C:7]3=[C:8]4[S:14][CH:13]=[CH:12][C:9]4=[N:10][CH:11]=[C:6]3[N:5]=[C:4]2[C@H:2]([OH:1])[CH3:3])[CH2:17][CH2:18]1.[ClH:30], predict the reactants needed to synthesize it. The reactants are: [OH:1][C@@H:2]([C:4]1[N:15]([CH:16]2[CH2:21][CH2:20][CH:19]([NH:22]C(=O)OC(C)(C)C)[CH2:18][CH2:17]2)[C:7]2=[C:8]3[S:14][CH:13]=[CH:12][C:9]3=[N:10][CH:11]=[C:6]2[N:5]=1)[CH3:3].[ClH:30].O1CCOCC1. (5) Given the product [Cl:14][C:8]1[NH:7][C:6]2[CH:5]=[CH:4][CH:3]=[C:2]([Cl:1])[C:10]=2[N:9]=1, predict the reactants needed to synthesize it. The reactants are: [Cl:1][C:2]1[C:10]2[NH:9][C:8](=O)[NH:7][C:6]=2[CH:5]=[CH:4][CH:3]=1.P(Cl)(Cl)([Cl:14])=O. (6) Given the product [C:18]([C:14]1[CH:13]=[C:12]([C:22](=[O:24])[CH3:23])[CH:11]=[C:33]([N:32]([CH3:35])[CH3:31])[C:15]=1[O:16][CH3:17])([CH3:21])([CH3:19])[CH3:20], predict the reactants needed to synthesize it. The reactants are: C(=O)([O-])[O-].[K+].[K+].CI.NC1[CH:11]=[C:12]([C:22](=[O:24])[CH3:23])[CH:13]=[C:14]([C:18]([CH3:21])([CH3:20])[CH3:19])[C:15]=1[O:16][CH3:17].C(OCC)(=O)C.[CH3:31][N:32]([CH3:35])[CH:33]=O. (7) Given the product [N:29]1([CH2:34][CH2:35][NH:36][C:8]([C:5]2[CH:4]=[CH:3][C:2]([Br:1])=[CH:7][N:6]=2)=[O:10])[CH2:33][CH2:32][CH2:31][CH2:30]1, predict the reactants needed to synthesize it. The reactants are: [Br:1][C:2]1[CH:3]=[CH:4][C:5]([C:8]([OH:10])=O)=[N:6][CH:7]=1.ClC1N=C(OC)N=C(OC)N=1.CN1CCOCC1.[N:29]1([CH2:34][CH2:35][NH2:36])[CH2:33][CH2:32][CH2:31][CH2:30]1. (8) Given the product [CH:30]1([N:36]([C@H:37]2[CH2:42][CH2:41][C@H:40]([CH2:43][O:44][CH2:45][CH3:46])[CH2:39][CH2:38]2)[C:17](=[O:18])[NH:60][C:58]2[S:59][C:55]([S:54][C:51]([CH3:53])([CH3:52])[C:50]([OH:49])=[O:61])=[CH:56][N:57]=2)[CH2:31][CH2:32][CH2:33][CH2:34][CH2:35]1, predict the reactants needed to synthesize it. The reactants are: C1(N([C@H]2CC[C@H](COC)CC2)C(=O)NC2SC(SC[C:17](O)=[O:18])=CN=2)CCCCC1.[CH:30]1([NH:36][C@H:37]2[CH2:42][CH2:41][C@H:40]([CH2:43][O:44][CH2:45][CH3:46])[CH2:39][CH2:38]2)[CH2:35][CH2:34][CH2:33][CH2:32][CH2:31]1.C([O:49][C:50](=[O:61])[C:51]([S:54][C:55]1[S:59][C:58]([NH2:60])=[N:57][CH:56]=1)([CH3:53])[CH3:52])C.